From a dataset of Full USPTO retrosynthesis dataset with 1.9M reactions from patents (1976-2016). Predict the reactants needed to synthesize the given product. (1) Given the product [ClH:31].[ClH:31].[NH:8]1[CH2:12][CH2:11][CH:10]([N:13]2[C:22]3[C:17](=[CH:18][C:19]([NH:23][C:24]([C:26]4[S:27][CH:28]=[CH:29][CH:30]=4)=[NH:25])=[CH:20][CH:21]=3)[CH2:16][CH2:15][CH2:14]2)[CH2:9]1, predict the reactants needed to synthesize it. The reactants are: C(OC([N:8]1[CH2:12][CH2:11][CH:10]([N:13]2[C:22]3[C:17](=[CH:18][C:19]([NH:23][C:24]([C:26]4[S:27][CH:28]=[CH:29][CH:30]=4)=[NH:25])=[CH:20][CH:21]=3)[CH2:16][CH2:15][CH2:14]2)[CH2:9]1)=O)(C)(C)C.[ClH:31]. (2) Given the product [NH2:2][C:3]1[C:8]2[C:9]([C:12]3[CH:13]=[CH:14][C:15]([NH:18][C:19]([NH:21][C:22]4[CH:27]=[CH:26][CH:25]=[C:24]([F:28])[CH:23]=4)=[O:20])=[CH:16][CH:17]=3)=[CH:10][S:11][C:7]=2[C:6]([C:29]2[CH:30]=[N:31][N:32]([CH2:34][CH2:35][OH:36])[CH:33]=2)=[CH:5][N:4]=1, predict the reactants needed to synthesize it. The reactants are: Cl.[NH2:2][C:3]1[C:8]2[C:9]([C:12]3[CH:17]=[CH:16][C:15]([NH:18][C:19]([NH:21][C:22]4[CH:27]=[CH:26][CH:25]=[C:24]([F:28])[CH:23]=4)=[O:20])=[CH:14][CH:13]=3)=[CH:10][S:11][C:7]=2[C:6]([C:29]2[CH:30]=[N:31][N:32]([CH2:34][CH2:35][OH:36])[CH:33]=2)=[CH:5][N:4]=1. (3) Given the product [CH2:25]([C:24]1[N:10]([CH2:9][CH2:8][O:1][C:2]2[CH:7]=[CH:6][CH:5]=[CH:4][CH:3]=2)[C:11]2[C:20]3[CH:19]=[CH:18][CH:17]=[CH:16][C:15]=3[N:14]=[CH:13][C:12]=2[N:21]=1)[CH2:26][CH2:27][CH3:28], predict the reactants needed to synthesize it. The reactants are: [O:1]([CH2:8][CH2:9][NH:10][C:11]1[C:20]2[C:15](=[CH:16][CH:17]=[CH:18][CH:19]=2)[N:14]=[CH:13][C:12]=1[NH2:21])[C:2]1[CH:7]=[CH:6][CH:5]=[CH:4][CH:3]=1.CO[C:24](OC)(OC)[CH2:25][CH2:26][CH2:27][CH3:28].